Dataset: Forward reaction prediction with 1.9M reactions from USPTO patents (1976-2016). Task: Predict the product of the given reaction. (1) Given the reactants [CH3:1][NH:2][C:3]1[N:4]=[C:5]([NH:17][CH2:18][CH2:19][CH3:20])[C:6]2[N:12]=[CH:11][N:10]=[C:9]([NH:13][CH2:14][CH2:15][CH3:16])[C:7]=2[N:8]=1.[ClH:21].C(OCC)C.Cl.CNC1N=C(NCCC)C2N=C(NC)N=C(NCCC)C=2N=1, predict the reaction product. The product is: [ClH:21].[CH3:1][NH:2][C:3]1[N:4]=[C:5]([NH:17][CH2:18][CH2:19][CH3:20])[C:6]2[N:12]=[CH:11][N:10]=[C:9]([NH:13][CH2:14][CH2:15][CH3:16])[C:7]=2[N:8]=1. (2) Given the reactants Cl[C:2]1[N:3]=[CH:4][C:5]2[N:11]([CH3:12])[C:10](=[O:13])[C:9]([F:15])([F:14])[CH2:8][N:7]([CH:16]3[CH2:20][CH2:19][CH2:18][CH2:17]3)[C:6]=2[N:21]=1.[NH2:22][C:23]1[CH:31]=[CH:30][C:26]([C:27]([OH:29])=[O:28])=[CH:25][C:24]=1[CH2:32][CH3:33].Cl, predict the reaction product. The product is: [CH:16]1([N:7]2[CH2:8][C:9]([F:15])([F:14])[C:10](=[O:13])[N:11]([CH3:12])[C:5]3[CH:4]=[N:3][C:2]([NH:22][C:23]4[CH:31]=[CH:30][C:26]([C:27]([OH:29])=[O:28])=[CH:25][C:24]=4[CH2:32][CH3:33])=[N:21][C:6]2=3)[CH2:20][CH2:19][CH2:18][CH2:17]1. (3) Given the reactants Br[C:2]1[CH:3]=[C:4]([CH:10]=[CH:11][CH:12]=1)[C:5]([O:7][CH2:8][CH3:9])=[O:6].[CH2:13]([Sn:17]([CH2:35][CH2:36][CH2:37][CH3:38])([CH2:31][CH2:32][CH2:33][CH3:34])[Sn:17]([CH2:31][CH2:32][CH2:33][CH3:34])([CH2:35][CH2:36][CH2:37][CH3:38])[CH2:13][CH2:14][CH2:15][CH3:16])[CH2:14][CH2:15][CH3:16], predict the reaction product. The product is: [CH2:35]([Sn:17]([CH2:13][CH2:14][CH2:15][CH3:16])([CH2:31][CH2:32][CH2:33][CH3:34])[C:2]1[CH:3]=[C:4]([CH:10]=[CH:11][CH:12]=1)[C:5]([O:7][CH2:8][CH3:9])=[O:6])[CH2:36][CH2:37][CH3:38]. (4) Given the reactants C(N(CC)CC)C.Br.Br.[N:10]1([C:16]2[CH:21]=[CH:20][CH:19]=[CH:18][C:17]=2[OH:22])[CH2:15][CH2:14][NH:13][CH2:12][CH2:11]1.[C:23]([O:27][C:28](O[C:28]([O:27][C:23]([CH3:26])([CH3:25])[CH3:24])=[O:29])=[O:29])([CH3:26])([CH3:25])[CH3:24], predict the reaction product. The product is: [OH:22][C:17]1[CH:18]=[CH:19][CH:20]=[CH:21][C:16]=1[N:10]1[CH2:11][CH2:12][N:13]([C:28]([O:27][C:23]([CH3:26])([CH3:25])[CH3:24])=[O:29])[CH2:14][CH2:15]1. (5) Given the reactants C([O:5][C:6](=[O:53])[CH2:7][C@H:8]([NH:27][C:28]([C@@H:30]1[CH2:35][CH2:34][CH2:33][N:32]([C:36](=[O:52])[CH2:37][CH2:38][CH:39]2[CH2:44][CH2:43][N:42](C(OC(C)(C)C)=O)[CH2:41][CH2:40]2)[CH2:31]1)=[O:29])[C:9]1[CH:10]=[N:11][CH:12]=[C:13]([C:15]#[C:16][C:17]2[CH:22]=[CH:21][CH:20]=[C:19]([O:23][CH2:24][CH2:25][F:26])[CH:18]=2)[CH:14]=1)(C)(C)C, predict the reaction product. The product is: [F:26][CH2:25][CH2:24][O:23][C:19]1[CH:18]=[C:17]([C:16]#[C:15][C:13]2[CH:14]=[C:9]([C@@H:8]([NH:27][C:28]([C@@H:30]3[CH2:35][CH2:34][CH2:33][N:32]([C:36](=[O:52])[CH2:37][CH2:38][CH:39]4[CH2:44][CH2:43][NH:42][CH2:41][CH2:40]4)[CH2:31]3)=[O:29])[CH2:7][C:6]([OH:53])=[O:5])[CH:10]=[N:11][CH:12]=2)[CH:22]=[CH:21][CH:20]=1. (6) Given the reactants O1C=C[C:3](OC[C@@H]2[O:12][C:11](=[O:13])[N:10]([C:14]3C=[C:18](F)[C:17]([C:21]4CCNCC=4)=[C:16](F)[CH:15]=3)C2)=N1.Cl[C:29]([O:31][CH:32](Cl)[CH3:33])=[O:30], predict the reaction product. The product is: [C:11](=[O:12])([O-:13])[NH2:10].[CH3:33][CH2:32][O:31][C:29]([CH3:3])=[O:30].[CH3:14][CH2:15][CH2:16][CH:17]([CH3:21])[CH3:18]. (7) Given the reactants [CH2:1]([O:8][C:9]1[CH:10]=[C:11]2[C:16](=[CH:17][CH:18]=1)[C:15]([C:19](=[O:35])[C:20]1[CH:25]=[CH:24][C:23]([O:26][CH2:27][CH2:28][N:29]3[CH2:34][CH2:33][CH2:32][CH2:31][CH2:30]3)=[CH:22][CH:21]=1)=[C:14](OS(C(F)(F)F)(=O)=O)[CH:13]=[CH:12]2)[C:2]1[CH:7]=[CH:6][CH:5]=[CH:4][CH:3]=1.B1(B2OCC(C)(C)CO2)OCC(C)(C)CO1.[F-].[Cs+].[C:62]([O:66][C:67](=[O:78])[N:68]([C:70]1[CH:75]=[C:74]([F:76])[CH:73]=[CH:72][C:71]=1Br)[CH3:69])([CH3:65])([CH3:64])[CH3:63], predict the reaction product. The product is: [C:62]([O:66][C:67](=[O:78])[N:68]([C:70]1[CH:75]=[C:74]([F:76])[CH:73]=[CH:72][C:71]=1[C:14]1[CH:13]=[CH:12][C:11]2[C:16](=[CH:17][CH:18]=[C:9]([O:8][CH2:1][C:2]3[CH:3]=[CH:4][CH:5]=[CH:6][CH:7]=3)[CH:10]=2)[C:15]=1[C:19](=[O:35])[C:20]1[CH:25]=[CH:24][C:23]([O:26][CH2:27][CH2:28][N:29]2[CH2:30][CH2:31][CH2:32][CH2:33][CH2:34]2)=[CH:22][CH:21]=1)[CH3:69])([CH3:65])([CH3:64])[CH3:63]. (8) Given the reactants [C:1]([Si:3]([CH3:6])([CH3:5])[CH3:4])#[CH:2].[CH3:7][O:8][C:9]([C@H:11]1[CH2:16][CH2:15][C@H:14]([CH2:17][N:18]2[C:22]3[CH:23]=[C:24](Br)[CH:25]=[CH:26][C:21]=3[N:20]([CH3:28])[C:19]2=[O:29])[CH2:13][CH2:12]1)=[O:10], predict the reaction product. The product is: [CH3:7][O:8][C:9]([C@H:11]1[CH2:12][CH2:13][C@H:14]([CH2:17][N:18]2[C:22]3[CH:23]=[C:24]([C:2]#[C:1][Si:3]([CH3:6])([CH3:5])[CH3:4])[CH:25]=[CH:26][C:21]=3[N:20]([CH3:28])[C:19]2=[O:29])[CH2:15][CH2:16]1)=[O:10].